Dataset: NCI-60 drug combinations with 297,098 pairs across 59 cell lines. Task: Regression. Given two drug SMILES strings and cell line genomic features, predict the synergy score measuring deviation from expected non-interaction effect. (1) Drug 1: CC1OCC2C(O1)C(C(C(O2)OC3C4COC(=O)C4C(C5=CC6=C(C=C35)OCO6)C7=CC(=C(C(=C7)OC)O)OC)O)O. Drug 2: C1C(C(OC1N2C=NC(=NC2=O)N)CO)O. Cell line: HCT116. Synergy scores: CSS=63.5, Synergy_ZIP=-1.95, Synergy_Bliss=-2.24, Synergy_Loewe=3.26, Synergy_HSA=4.94. (2) Drug 1: C1CCC(C1)C(CC#N)N2C=C(C=N2)C3=C4C=CNC4=NC=N3. Drug 2: CC1=C(C(CCC1)(C)C)C=CC(=CC=CC(=CC(=O)O)C)C. Cell line: MDA-MB-231. Synergy scores: CSS=-0.314, Synergy_ZIP=0.620, Synergy_Bliss=-2.48, Synergy_Loewe=-7.50, Synergy_HSA=-7.38. (3) Drug 1: COC1=CC(=CC(=C1O)OC)C2C3C(COC3=O)C(C4=CC5=C(C=C24)OCO5)OC6C(C(C7C(O6)COC(O7)C8=CC=CS8)O)O. Drug 2: CC12CCC3C(C1CCC2O)C(CC4=C3C=CC(=C4)O)CCCCCCCCCS(=O)CCCC(C(F)(F)F)(F)F. Cell line: A498. Synergy scores: CSS=30.9, Synergy_ZIP=-8.53, Synergy_Bliss=-3.69, Synergy_Loewe=-13.9, Synergy_HSA=-2.52. (4) Drug 1: C1CNP(=O)(OC1)N(CCCl)CCCl. Drug 2: COCCOC1=C(C=C2C(=C1)C(=NC=N2)NC3=CC=CC(=C3)C#C)OCCOC.Cl. Cell line: NCI/ADR-RES. Synergy scores: CSS=-5.69, Synergy_ZIP=1.85, Synergy_Bliss=-0.188, Synergy_Loewe=-10.5, Synergy_HSA=-9.48.